Dataset: Full USPTO retrosynthesis dataset with 1.9M reactions from patents (1976-2016). Task: Predict the reactants needed to synthesize the given product. Given the product [F:1][C:2]1[CH:3]=[C:4]([CH:9]2[C:17]3[NH:21][C:15](=[O:16])[NH:14][C:13](=[O:19])[C:12]=3[CH2:11][CH2:10]2)[CH:5]=[C:6]([F:8])[CH:7]=1, predict the reactants needed to synthesize it. The reactants are: [F:1][C:2]1[CH:3]=[C:4]([CH:9]2[C:17]3[O:16][C:15](=O)[NH:14][C:13](=[O:19])[C:12]=3[CH2:11][CH2:10]2)[CH:5]=[C:6]([F:8])[CH:7]=1.[OH-].[NH4+:21].